This data is from Full USPTO retrosynthesis dataset with 1.9M reactions from patents (1976-2016). The task is: Predict the reactants needed to synthesize the given product. (1) Given the product [CH2:1]([N:8]1[CH:12]=[C:11]([C:13]2[CH:17]=[C:16]([C:18]([OH:20])=[O:19])[NH:15][N:14]=2)[N:10]=[CH:9]1)[C:2]1[CH:7]=[CH:6][CH:5]=[CH:4][CH:3]=1, predict the reactants needed to synthesize it. The reactants are: [CH2:1]([N:8]1[CH:12]=[C:11]([C:13]2[CH:17]=[C:16]([C:18]([O:20]CC)=[O:19])[NH:15][N:14]=2)[N:10]=[CH:9]1)[C:2]1[CH:7]=[CH:6][CH:5]=[CH:4][CH:3]=1.[OH-].[Na+]. (2) The reactants are: C(O[C:6](=O)[N:7]([C@@H:9]([CH3:44])[C:10]([NH:12][C@@H:13]([C:38]1[CH:43]=[CH:42][CH:41]=[CH:40][CH:39]=1)[C:14]([N:16]1[C@H:21]([C:22](=[O:34])[NH:23][C@H:24]2[C:33]3[C:28](=[CH:29][CH:30]=[CH:31][CH:32]=3)[O:27][CH2:26][CH2:25]2)[CH2:20][N:19]2[CH2:35][CH2:36][CH2:37][C@@H:18]2[CH2:17]1)=[O:15])=[O:11])C)(C)(C)C.C(OCC)(=O)C.[ClH:52]. Given the product [ClH:52].[ClH:52].[O:27]1[C:28]2[C:33](=[CH:32][CH:31]=[CH:30][CH:29]=2)[C@H:24]([NH:23][C:22]([C@@H:21]2[CH2:20][N:19]3[CH2:35][CH2:36][CH2:37][C@@H:18]3[CH2:17][N:16]2[C:14](=[O:15])[C@@H:13]([NH:12][C:10](=[O:11])[C@H:9]([CH3:44])[NH:7][CH3:6])[C:38]2[CH:43]=[CH:42][CH:41]=[CH:40][CH:39]=2)=[O:34])[CH2:25][CH2:26]1, predict the reactants needed to synthesize it.